This data is from Catalyst prediction with 721,799 reactions and 888 catalyst types from USPTO. The task is: Predict which catalyst facilitates the given reaction. (1) Reactant: N#N.[F:3][C:4]([F:18])([CH3:17])[CH2:5][CH2:6][CH2:7][CH2:8][N:9]1[N:13]=[C:12]([N+:14]([O-])=O)[CH:11]=[N:10]1.[NH4+].[Cl-]. Product: [F:18][C:4]([F:3])([CH3:17])[CH2:5][CH2:6][CH2:7][CH2:8][N:9]1[N:13]=[C:12]([NH2:14])[CH:11]=[N:10]1. The catalyst class is: 314. (2) Reactant: [OH:1][C:2]1[C:11]([C:12](=[O:15])[CH2:13][CH3:14])=[C:10]2[C:5]([C:6]([CH2:17][CH2:18][CH3:19])=[CH:7][C:8](=[O:16])[O:9]2)=[C:4]2[O:20][C:21]([CH3:25])([CH3:24])[CH:22]=[CH:23][C:3]=12.C(=O)([O-])[O-].[K+].[K+].[C:32](OCCBr)(=[O:34])[CH3:33]. Product: [OH:34][CH2:32][CH2:33][O:1][C:2]1[C:11]([C:12](=[O:15])[CH2:13][CH3:14])=[C:10]2[C:5]([C:6]([CH2:17][CH2:18][CH3:19])=[CH:7][C:8](=[O:16])[O:9]2)=[C:4]2[O:20][C:21]([CH3:25])([CH3:24])[CH:22]=[CH:23][C:3]=12. The catalyst class is: 3.